The task is: Predict the reaction yield, written as a fraction of the theoretical maximum amount of product (1.0 means a 100% yield; for example, 0.34 means a 34% yield).. This data is from Reaction yield outcomes from USPTO patents with 853,638 reactions. (1) The reactants are [F:1][C:2]1[CH:7]=[C:6]([F:8])[CH:5]=[CH:4][C:3]=1[N:9]1[C:13]([C:14]2[S:23][C:22]3[C:21]4[N:24]=[C:25]([C:28]5[CH:29]=[N:30][C:31](F)=[C:32]([CH3:34])[CH:33]=5)[CH:26]=[CH:27][C:20]=4[O:19][CH2:18][CH2:17][C:16]=3[CH:15]=2)=[N:12][CH:11]=[N:10]1.[CH3:36][N:37]1[CH2:42][CH2:41][NH:40][CH2:39][CH2:38]1. The catalyst is CN1C(=O)CCC1. The product is [F:1][C:2]1[CH:7]=[C:6]([F:8])[CH:5]=[CH:4][C:3]=1[N:9]1[C:13]([C:14]2[S:23][C:22]3[C:21]4[N:24]=[C:25]([C:28]5[CH:29]=[N:30][C:31]([N:40]6[CH2:41][CH2:42][N:37]([CH3:36])[CH2:38][CH2:39]6)=[C:32]([CH3:34])[CH:33]=5)[CH:26]=[CH:27][C:20]=4[O:19][CH2:18][CH2:17][C:16]=3[CH:15]=2)=[N:12][CH:11]=[N:10]1. The yield is 0.310. (2) The reactants are [OH:1][C:2]1[CH:7]=[CH:6][C:5]([CH:8]=[CH:9][CH:10]=O)=[CH:4][C:3]=1[O:12][CH3:13].[CH3:14][C:15]1[CH2:19][C:18](=[O:20])[N:17]([C:21]2[CH:26]=[CH:25][CH:24]=[CH:23][CH:22]=2)[N:16]=1.[C:27]([OH:35])(=O)C1C=CC=CC=1.N1CCCC[CH2:37]1. The catalyst is C1(C)C=CC=CC=1.CCOC(C)=O.O. The product is [CH3:13][O:12][C:3]1[CH:4]=[C:5]([CH:8]=[CH:9][CH:10]=[C:19]2[C:15]([CH3:14])=[N:16][N:17]([C:21]3[CH:26]=[CH:25][CH:24]=[CH:23][CH:22]=3)[C:18]2=[O:20])[CH:6]=[CH:7][C:2]=1[O:1][CH2:37][O:35][CH3:27]. The yield is 0.440. (3) The reactants are C[Si](C)(C)[N-][Si](C)(C)C.[Li+].[O:11]=[C:12]1[N:16]([C:17]([O:19][C:20]([CH3:23])([CH3:22])[CH3:21])=[O:18])[C@H:15]([C:24]([O:26][CH3:27])=[O:25])[CH2:14][CH2:13]1.CI.[CH3:30]C(O)=O. The catalyst is C1COCC1. The product is [CH3:30][C@H:13]1[C:12](=[O:11])[N:16]([C:17]([O:19][C:20]([CH3:23])([CH3:22])[CH3:21])=[O:18])[C@H:15]([C:24]([O:26][CH3:27])=[O:25])[CH2:14]1. The yield is 0.220. (4) The product is [NH2:21][CH:18]1[CH2:19][CH2:20][N:15]([CH2:14][CH:12]2[C:11]3=[C:10]4[C:5](=[CH:4][CH:3]=[C:2]3[F:1])[CH:6]=[CH:7][C:8](=[O:29])[N:9]4[CH2:13]2)[CH2:16][CH2:17]1. The catalyst is ClCCl.FC(F)(F)C(O)=O. The reactants are [F:1][C:2]1[C:11]2[CH:12]([CH2:14][N:15]3[CH2:20][CH2:19][CH:18]([NH:21]C(=O)OC(C)(C)C)[CH2:17][CH2:16]3)[CH2:13][N:9]3[C:10]=2[C:5]([CH:6]=[CH:7][C:8]3=[O:29])=[CH:4][CH:3]=1. The yield is 1.00.